Task: Predict which catalyst facilitates the given reaction.. Dataset: Catalyst prediction with 721,799 reactions and 888 catalyst types from USPTO (1) Reactant: [C:1]1([PH:7](=[O:14])[C:8]2[CH:13]=[CH:12][CH:11]=[CH:10][CH:9]=2)[CH:6]=[CH:5][CH:4]=[CH:3][CH:2]=1.Br[CH:16]=[CH2:17].CCN(CC)CC. Product: [C:1]1([P:7](=[O:14])([C:8]2[CH:13]=[CH:12][CH:11]=[CH:10][CH:9]=2)[CH:16]=[CH2:17])[CH:2]=[CH:3][CH:4]=[CH:5][CH:6]=1. The catalyst class is: 109. (2) Reactant: [NH2:1][CH:2]1[N:8]=[C:7]([C:9]2[CH:14]=[CH:13][CH:12]=[CH:11][CH:10]=2)[C:6]2[CH:15]=[C:16]([F:19])[CH:17]=[CH:18][C:5]=2[N:4]([CH3:20])[C:3]1=[O:21].[N:22]([C:25]1[CH:30]=[CH:29][C:28]([N:31]2[CH2:36][CH2:35][O:34][CH2:33][CH2:32]2)=[CH:27][C:26]=1[CH3:37])=[C:23]=[S:24]. Product: [F:19][C:16]1[CH:17]=[CH:18][C:5]2[N:4]([CH3:20])[C:3](=[O:21])[CH:2]([NH:1][C:23]([NH:22][C:25]3[CH:30]=[CH:29][C:28]([N:31]4[CH2:36][CH2:35][O:34][CH2:33][CH2:32]4)=[CH:27][C:26]=3[CH3:37])=[S:24])[N:8]=[C:7]([C:9]3[CH:10]=[CH:11][CH:12]=[CH:13][CH:14]=3)[C:6]=2[CH:15]=1. The catalyst class is: 44. (3) Reactant: [CH3:1][N:2]1[CH:6]=[C:5]([N+:7]([O-])=O)[N:4]=[C:3]1[C:10]([O:12][CH2:13][CH3:14])=[O:11]. Product: [NH2:7][C:5]1[N:4]=[C:3]([C:10]([O:12][CH2:13][CH3:14])=[O:11])[N:2]([CH3:1])[CH:6]=1. The catalyst class is: 29.